Dataset: Forward reaction prediction with 1.9M reactions from USPTO patents (1976-2016). Task: Predict the product of the given reaction. (1) Given the reactants FC(F)(F)C(O)=O.[NH2:8][C@H:9]([C:19]1[C:24]([C:25]2[CH:26]=[CH:27][C:28]([F:34])=[C:29]([CH:33]=2)[C:30]([NH2:32])=[O:31])=[CH:23][CH:22]=[CH:21][N:20]=1)[CH2:10][C:11]1[CH:16]=[C:15]([F:17])[CH:14]=[C:13]([F:18])[CH:12]=1.[O:35]=[C:36]1[C:41]2[C:42]([C:49]([F:52])([F:51])[F:50])=[N:43][N:44]([CH2:45][C:46](O)=[O:47])[C:40]=2[CH2:39][CH2:38][NH:37]1, predict the reaction product. The product is: [F:17][C:15]1[CH:16]=[C:11]([CH2:10][C@@H:9]([C:19]2[C:24]([C:25]3[CH:26]=[CH:27][C:28]([F:34])=[C:29]([CH:33]=3)[C:30]([NH2:32])=[O:31])=[CH:23][CH:22]=[CH:21][N:20]=2)[NH:8][C:46](=[O:47])[CH2:45][N:44]2[C:40]3[CH2:39][CH2:38][NH:37][C:36](=[O:35])[C:41]=3[C:42]([C:49]([F:52])([F:50])[F:51])=[N:43]2)[CH:12]=[C:13]([F:18])[CH:14]=1. (2) Given the reactants [CH3:1][O:2][C:3]([N:5]1[CH2:9][CH:8]([C:10]2[CH:15]=[CH:14][C:13]([O:16][CH3:17])=[C:12]([O:18][CH:19]3[CH2:23][CH2:22][CH2:21][CH2:20]3)[CH:11]=2)[C@:7]([C:25](=O)[CH3:26])([CH3:24])[CH2:6]1)=[O:4].C(O)(=O)C.[CH3:32][NH:33][NH2:34], predict the reaction product. The product is: [CH3:1][O:2][C:3]([N:5]1[CH2:9][CH:8]([C:10]2[CH:15]=[CH:14][C:13]([O:16][CH3:17])=[C:12]([O:18][CH:19]3[CH2:23][CH2:22][CH2:21][CH2:20]3)[CH:11]=2)[C@@:7]([CH3:24])([C:25](=[N:34][NH:33][CH3:32])[CH3:26])[CH2:6]1)=[O:4]. (3) Given the reactants [O:1]1[CH2:6][CH2:5][CH:4]([N:7]2[CH:11]=[CH:10][CH:9]=[N:8]2)[CH2:3][CH2:2]1.[Li+].[CH3:13]CC[CH2-].CI, predict the reaction product. The product is: [CH3:13][C:11]1[N:7]([CH:4]2[CH2:3][CH2:2][O:1][CH2:6][CH2:5]2)[N:8]=[CH:9][CH:10]=1. (4) Given the reactants [Br:1][C:2]1[CH:7]=[CH:6][C:5]([NH:8][S:9]([CH2:12][CH2:13][CH2:14]Cl)(=[O:11])=[O:10])=[CH:4][CH:3]=1.C([O-])([O-])=O.[Cs+].[Cs+], predict the reaction product. The product is: [Br:1][C:2]1[CH:7]=[CH:6][C:5]([N:8]2[CH2:14][CH2:13][CH2:12][S:9]2(=[O:11])=[O:10])=[CH:4][CH:3]=1.